Dataset: Catalyst prediction with 721,799 reactions and 888 catalyst types from USPTO. Task: Predict which catalyst facilitates the given reaction. (1) Reactant: [NH2:1][C:2]1[C:7]([C:8]#[N:9])=[C:6]([C:10]2[CH:11]=[C:12]([NH:16][C:17]([CH:19]3[CH2:23][CH2:22][C:21](=[O:24])[O:20]3)=[O:18])[CH:13]=[CH:14][CH:15]=2)[CH:5]=[C:4]([C:25]2[CH:30]=[CH:29][CH:28]=[CH:27][C:26]=2[O:31][Si](C(C)(C)C)(C)C)[N:3]=1. Product: [NH2:1][C:2]1[C:7]([C:8]#[N:9])=[C:6]([C:10]2[CH:11]=[C:12]([NH:16][C:17]([CH:19]3[CH2:23][CH2:22][C:21](=[O:24])[O:20]3)=[O:18])[CH:13]=[CH:14][CH:15]=2)[CH:5]=[C:4]([C:25]2[CH:30]=[CH:29][CH:28]=[CH:27][C:26]=2[OH:31])[N:3]=1. The catalyst class is: 1. (2) Reactant: [CH2:1]([O:8][C:9]1[S:10][CH:11]=[CH:12][CH:13]=1)[C:2]1[CH:7]=[CH:6][CH:5]=[CH:4][CH:3]=1.C([Li])CCC.CN(C)[CH:21]=[O:22].[Cl-].[NH4+]. Product: [CH2:1]([O:8][C:9]1[S:10][C:11]([CH:21]=[O:22])=[CH:12][CH:13]=1)[C:2]1[CH:3]=[CH:4][CH:5]=[CH:6][CH:7]=1. The catalyst class is: 27.